Dataset: Forward reaction prediction with 1.9M reactions from USPTO patents (1976-2016). Task: Predict the product of the given reaction. (1) Given the reactants [Cl:1][C:2]1[CH:7]=[CH:6][C:5]([CH2:8][CH:9]([CH:13]([C:15]2[CH:20]=[CH:19][C:18]([F:21])=[CH:17][CH:16]=2)O)C(O)=O)=[CH:4][C:3]=1[O:22][C:23]([F:28])([F:27])[CH:24]([F:26])[F:25].C1(P(N=[N+]=[N-])(C2C=CC=CC=2)=[O:36])C=CC=CC=1.C([N:48]([CH2:51]C)CC)C.[OH2:53], predict the reaction product. The product is: [Cl:1][C:2]1[CH:7]=[CH:6][C:5]([CH2:8][CH:9]2[CH:13]([C:15]3[CH:16]=[CH:17][C:18]([F:21])=[CH:19][CH:20]=3)[O:53][C:51](=[O:36])[NH:48]2)=[CH:4][C:3]=1[O:22][C:23]([F:27])([F:28])[CH:24]([F:26])[F:25]. (2) Given the reactants [O:1]1[CH2:18][C@H:2]1[CH2:3][O:4][C:5]1[CH:17]=[CH:16][CH:15]=[CH:14][C:6]=1[CH:7]=[C:8]1[CH2:13][CH2:12][O:11][C:9]1=[O:10].[C:19]1([CH:29]2[CH2:34][CH2:33][NH:32][CH2:31][CH2:30]2)[C:28]2[C:23](=[CH:24][CH:25]=[CH:26][CH:27]=2)[CH:22]=[CH:21][CH:20]=1.C(OCC)(=O)C.[C:41]1([CH3:51])[CH:46]=[CH:45][C:44]([S:47]([OH:50])(=[O:49])=[O:48])=[CH:43][CH:42]=1, predict the reaction product. The product is: [C:41]1([CH3:51])[CH:42]=[CH:43][C:44]([S:47]([OH:50])(=[O:48])=[O:49])=[CH:45][CH:46]=1.[OH:1][C@@H:2]([CH2:18][N:32]1[CH2:33][CH2:34][CH:29]([C:19]2[C:28]3[C:23](=[CH:24][CH:25]=[CH:26][CH:27]=3)[CH:22]=[CH:21][CH:20]=2)[CH2:30][CH2:31]1)[CH2:3][O:4][C:5]1[CH:17]=[CH:16][CH:15]=[CH:14][C:6]=1[CH:7]=[C:8]1[CH2:13][CH2:12][O:11][C:9]1=[O:10]. (3) Given the reactants [S:1]1[CH:5]=[C:4]([CH2:6][N:7]2[CH:11]=[CH:10][C:9](/[CH:12]=[C:13]3\[CH2:14][N:15]([C:20]([C:33]4[CH:38]=[CH:37][CH:36]=[CH:35][CH:34]=4)([C:27]4[CH:32]=[CH:31][CH:30]=[CH:29][CH:28]=4)[C:21]4[CH:26]=[CH:25][CH:24]=[CH:23][CH:22]=4)[CH2:16][CH2:17][C:18]\3=[O:19])=[N:8]2)[N:3]=[CH:2]1.[BH4-].[Na+].O.C(OCC)(=O)C, predict the reaction product. The product is: [S:1]1[CH:5]=[C:4]([CH2:6][N:7]2[CH:11]=[CH:10][C:9](/[CH:12]=[C:13]3\[CH2:14][N:15]([C:20]([C:33]4[CH:38]=[CH:37][CH:36]=[CH:35][CH:34]=4)([C:27]4[CH:28]=[CH:29][CH:30]=[CH:31][CH:32]=4)[C:21]4[CH:26]=[CH:25][CH:24]=[CH:23][CH:22]=4)[CH2:16][CH2:17][CH:18]\3[OH:19])=[N:8]2)[N:3]=[CH:2]1. (4) Given the reactants [C:1]1([CH2:7][CH2:8][CH2:9][CH:10]=[O:11])[CH:6]=[CH:5][CH:4]=[CH:3][CH:2]=1.[CH:12]([Mg]Br)=[CH2:13], predict the reaction product. The product is: [C:1]1([CH2:7][CH2:8][CH2:9][CH:10]([OH:11])[CH:12]=[CH2:13])[CH:6]=[CH:5][CH:4]=[CH:3][CH:2]=1. (5) Given the reactants Cl[C:2]1[CH:9]=[C:8]([N+:10]([O-:12])=[O:11])[CH:7]=[C:6]([CH3:13])[C:3]=1[C:4]#[N:5].[CH3:14][O:15]C1C([N+]([O-])=O)=CC(C)=C(C=1)N, predict the reaction product. The product is: [CH3:14][O:15][C:9]1[C:8]([N+:10]([O-:12])=[O:11])=[CH:7][C:6]([CH3:13])=[C:3]([CH:2]=1)[C:4]#[N:5]. (6) Given the reactants Br[C:2]1[O:6][C:5]([C:7]([O:9][CH3:10])=[O:8])=[CH:4][CH:3]=1.[Br-].[Br:12][C:13]1[CH:14]=[C:15]([CH:18]=[CH:19][CH:20]=1)[CH2:16][Zn+].C1COCC1, predict the reaction product. The product is: [Br:12][C:13]1[CH:14]=[C:15]([CH:18]=[CH:19][CH:20]=1)[CH2:16][C:2]1[O:6][C:5]([C:7]([O:9][CH3:10])=[O:8])=[CH:4][CH:3]=1. (7) Given the reactants [CH2:1]([O:3][C:4]1[CH:5]=[C:6]([CH:9]=[CH:10][C:11]=1[OH:12])[CH:7]=[O:8])[CH3:2].Cl.Cl[CH2:15][C:16]1[CH:17]=[CH:18][C:19]([O:22][CH3:23])=[N:20][CH:21]=1.C(=O)([O-])[O-].[K+].[K+], predict the reaction product. The product is: [CH2:1]([O:3][C:4]1[CH:5]=[C:6]([CH:9]=[CH:10][C:11]=1[O:12][CH2:15][C:16]1[CH:21]=[N:20][C:19]([O:22][CH3:23])=[CH:18][CH:17]=1)[CH:7]=[O:8])[CH3:2]. (8) The product is: [ClH:15].[ClH:15].[CH3:1][O:2][C:3]1[CH:8]=[C:7]([CH2:9][N:10]2[CH2:11][CH2:12][CH2:13][CH2:14]2)[CH:6]=[C:5]([Cl:15])[C:4]=1[O:16][C@H:28]1[CH2:29][C@H:30]([CH2:32][N:33]2[CH2:34][CH2:35][O:36][CH2:37][CH2:38]2)[CH2:31]1. Given the reactants [CH3:1][O:2][C:3]1[CH:8]=[C:7]([CH2:9][N:10]2[CH2:14][CH2:13][CH2:12][CH2:11]2)[CH:6]=[C:5]([Cl:15])[C:4]=1[OH:16].CC(C)([O-])C.[K+].CS(O[C@H:28]1[CH2:31][C@@H:30]([CH2:32][N:33]2[CH2:38][CH2:37][O:36][CH2:35][CH2:34]2)[CH2:29]1)(=O)=O, predict the reaction product. (9) Given the reactants [C:1]1([CH3:11])[CH:6]=[CH:5][C:4]([S:7]([OH:10])(=[O:9])=[O:8])=[CH:3][CH:2]=1.[CH3:12][C:13]1[C:17]([C:18]2[CH:23]=[CH:22][CH:21]=[CH:20][CH:19]=2)=[C:16]([CH3:24])[N:15]([C:25]2[CH:30]=[CH:29][C:28]([CH2:31][CH2:32][NH:33][C:34]([NH:36][S:37]([C:40]3[CH:45]=[CH:44][CH:43]=[CH:42][CH:41]=3)(=[O:39])=[O:38])=[O:35])=[CH:27][CH:26]=2)[N:14]=1.[F:46][C:47]([F:59])([F:58])C1C=CC(S(N)(=O)=O)=CC=1, predict the reaction product. The product is: [C:1]1([CH3:11])[CH:2]=[CH:3][C:4]([S:7]([OH:10])(=[O:8])=[O:9])=[CH:5][CH:6]=1.[CH3:12][C:13]1[C:17]([C:18]2[CH:23]=[CH:22][CH:21]=[CH:20][CH:19]=2)=[C:16]([CH3:24])[N:15]([C:25]2[CH:30]=[CH:29][C:28]([CH2:31][CH2:32][NH:33][C:34]([NH:36][S:37]([C:40]3[CH:45]=[CH:44][C:43]([C:47]([F:59])([F:58])[F:46])=[CH:42][CH:41]=3)(=[O:38])=[O:39])=[O:35])=[CH:27][CH:26]=2)[N:14]=1.